From a dataset of Catalyst prediction with 721,799 reactions and 888 catalyst types from USPTO. Predict which catalyst facilitates the given reaction. (1) Reactant: [OH-:1].[K+].[CH3:3][OH:4].O[C@:6]([C:40]1[CH:45]=[CH:44][CH:43]=[CH:42][CH:41]=1)([CH2:35][C:36](O)([CH3:38])[CH3:37])[CH2:7][CH2:8][N:9]([C@H:19]([C:21]1[CH:26]=[CH:25][C:24]([C:27]2[CH:32]=[CH:31][N:30]([CH3:33])[C:29](=[O:34])[CH:28]=2)=[CH:23][CH:22]=1)[CH3:20])C(=O)OC1C=CC=CC=1.[OH2:46]. Product: [OH:1][C:36]([CH3:38])([CH3:37])[CH2:35][C@@:6]1([C:40]2[CH:45]=[CH:44][CH:43]=[CH:42][CH:41]=2)[O:4][C:3](=[O:46])[N:9]([C@H:19]([C:21]2[CH:26]=[CH:25][C:24]([C:27]3[CH:32]=[CH:31][N:30]([CH3:33])[C:29](=[O:34])[CH:28]=3)=[CH:23][CH:22]=2)[CH3:20])[CH2:8][CH2:7]1. The catalyst class is: 60. (2) Reactant: [N+:1]([C:4]1[CH:11]=[C:10]([N+:12]([O-:14])=[O:13])[CH:9]=[C:6]([CH:7]=O)[C:5]=1[OH:15])([O-:3])=[O:2].[CH3:16][O:17][C:18]1[CH:31]=[CH:30][C:21]([CH2:22][S:23]([CH2:26][C:27](O)=[O:28])(=[O:25])=[O:24])=[CH:20][CH:19]=1. Product: [CH3:16][O:17][C:18]1[CH:19]=[CH:20][C:21]([CH2:22][S:23]([C:26]2[C:27](=[O:28])[O:15][C:5]3[C:6]([CH:7]=2)=[CH:9][C:10]([N+:12]([O-:14])=[O:13])=[CH:11][C:4]=3[N+:1]([O-:3])=[O:2])(=[O:24])=[O:25])=[CH:30][CH:31]=1. The catalyst class is: 15. (3) Reactant: Cl[C:2]1[CH:7]=[C:6]([Cl:8])[N:5]=[C:4]([C:9]2[CH:10]=[CH:11][C:12]([NH:15][C:16](=[O:21])[C:17]([CH3:20])([CH3:19])[CH3:18])=[N:13][CH:14]=2)[N:3]=1.[NH:22]1[CH2:27][CH2:26][O:25][CH2:24][CH2:23]1.C(N(CC)CC)C. Product: [Cl:8][C:6]1[CH:7]=[C:2]([N:22]2[CH2:27][CH2:26][O:25][CH2:24][CH2:23]2)[N:3]=[C:4]([C:9]2[CH:10]=[CH:11][C:12]([NH:15][C:16](=[O:21])[C:17]([CH3:20])([CH3:19])[CH3:18])=[N:13][CH:14]=2)[N:5]=1. The catalyst class is: 37. (4) Reactant: [C:1]([O:9][C:10]1[C:11]([C:34]([O:36][CH3:37])=[O:35])=[N:12][C:13]([C@@H:17]2[CH2:21][C@@H:20]([O:22][CH3:23])[CH2:19][N:18]2[C:24]([O:26][CH2:27][C:28]2[CH:33]=[CH:32][CH:31]=[CH:30][CH:29]=2)=[O:25])=[N:14][C:15]=1[OH:16])(=[O:8])[C:2]1[CH:7]=[CH:6][CH:5]=[CH:4][CH:3]=1.[H-].[Li+].S(OC)(O[CH3:44])(=O)=O.Cl. Product: [CH3:37][O:36][C:34]([C:11]1[N:12]=[C:13]([C@@H:17]2[CH2:21][C@@H:20]([O:22][CH3:23])[CH2:19][N:18]2[C:24]([O:26][CH2:27][C:28]2[CH:33]=[CH:32][CH:31]=[CH:30][CH:29]=2)=[O:25])[N:14]([CH3:44])[C:15](=[O:16])[C:10]=1[O:9][C:1](=[O:8])[C:2]1[CH:7]=[CH:6][CH:5]=[CH:4][CH:3]=1)=[O:35]. The catalyst class is: 12. (5) Reactant: [Cl:1][C:2]1[CH:45]=[CH:44][C:5]([CH2:6][N:7]2[C:15]3[C:14](=[O:16])[N:13]([CH2:17][CH2:18][O:19]C4CCCCO4)[C:12](=[O:26])[N:11]([CH3:27])[C:10]=3[N:9]=[C:8]2[O:28][CH2:29][CH2:30][CH2:31][O:32][C:33]2[CH:38]=[CH:37][CH:36]=[C:35]([O:39][C:40]([F:43])([F:42])[F:41])[CH:34]=2)=[CH:4][CH:3]=1.C(Cl)(=O)C. Product: [Cl:1][C:2]1[CH:3]=[CH:4][C:5]([CH2:6][N:7]2[C:15]3[C:14](=[O:16])[N:13]([CH2:17][CH2:18][OH:19])[C:12](=[O:26])[N:11]([CH3:27])[C:10]=3[N:9]=[C:8]2[O:28][CH2:29][CH2:30][CH2:31][O:32][C:33]2[CH:38]=[CH:37][CH:36]=[C:35]([O:39][C:40]([F:43])([F:41])[F:42])[CH:34]=2)=[CH:44][CH:45]=1. The catalyst class is: 8. (6) Reactant: [C:1]([O-:4])(=O)[CH3:2].[Na+].Cl.[C:7]([C:9]1[CH:14]=[CH:13][C:12]([NH:15][NH2:16])=[CH:11][CH:10]=1)#[N:8]. Product: [C:7]([C:9]1[CH:14]=[CH:13][C:12]([NH:15][NH:16][C:1](=[O:4])[CH3:2])=[CH:11][CH:10]=1)#[N:8]. The catalyst class is: 15. (7) Reactant: C(=O)(O)[O-].[Na+].C(O)(=O)C.[OH:10][CH2:11][CH2:12][CH:13]1[CH2:18][CH2:17][NH:16][CH2:15][CH2:14]1.[C:19](O[C:19]([O:21][C:22]([CH3:25])([CH3:24])[CH3:23])=[O:20])([O:21][C:22]([CH3:25])([CH3:24])[CH3:23])=[O:20]. Product: [OH:10][CH2:11][CH2:12][CH:13]1[CH2:18][CH2:17][N:16]([C:19]([O:21][C:22]([CH3:25])([CH3:24])[CH3:23])=[O:20])[CH2:15][CH2:14]1. The catalyst class is: 253.